From a dataset of Catalyst prediction with 721,799 reactions and 888 catalyst types from USPTO. Predict which catalyst facilitates the given reaction. (1) The catalyst class is: 36. Reactant: [CH3:1][C@:2]12[C@@:19]3([CH3:20])[C@@H:10]([C@@:11]4([CH3:27])[C@H:16]([CH2:17][CH2:18]3)[C:15]([CH3:22])([CH3:21])[C@H:14](CC([O-])=O)[CH2:13][CH2:12]4)[CH2:9][CH2:8][C@@H:7]1[C@H:6]1[C@H:28]([C:31]([CH3:33])=[CH2:32])[CH2:29][CH2:30][C@:5]1([C:34]([N:36]1[CH2:41][CH2:40][CH2:39][CH2:38][CH2:37]1)=[O:35])[CH2:4][CH2:3]2.C(=O)([O-])[O-:43].[K+].[K+]. Product: [OH:43][C@H:14]1[CH2:13][CH2:12][C@@:11]2([CH3:27])[C@@H:16]([CH2:17][CH2:18][C@:19]3([CH3:20])[C@@H:10]2[CH2:9][CH2:8][C@H:7]2[C@@:2]3([CH3:1])[CH2:3][CH2:4][C@@:5]3([C:34]([N:36]4[CH2:37][CH2:38][CH2:39][CH2:40][CH2:41]4)=[O:35])[CH2:30][CH2:29][C@@H:28]([C:31]([CH3:33])=[CH2:32])[C@@H:6]32)[C:15]1([CH3:21])[CH3:22]. (2) Reactant: [N:1]12[CH2:8][CH2:7][CH:4]([CH2:5][CH2:6]1)[C@@H:3]([OH:9])[CH2:2]2.[O:10]1[CH2:15][CH2:14][N:13]([C:16]([C:22]2[CH:27]=[CH:26][CH:25]=[CH:24][CH:23]=2)([CH3:21])[C:17](OC)=[O:18])[CH2:12][CH2:11]1.[H-].[Na+]. Product: [N:13]1([C:16]([C:22]2[CH:27]=[CH:26][CH:25]=[CH:24][CH:23]=2)([CH3:21])[C:17]([O:9][C@@H:3]2[CH:4]3[CH2:7][CH2:8][N:1]([CH2:6][CH2:5]3)[CH2:2]2)=[O:18])[CH2:14][CH2:15][O:10][CH2:11][CH2:12]1. The catalyst class is: 11. (3) Reactant: [C:1]([C:3]1[N:8]=[C:7]([NH:9][CH2:10][C:11]([O:13][C:14]([CH3:17])([CH3:16])[CH3:15])=[O:12])[N:6]=[CH:5][CH:4]=1)#[N:2].[C:18](OC)(=[O:26])[C:19]1[C:20](=[CH:22][CH:23]=[CH:24][CH:25]=1)[SH:21].C(N(CC)CC)C. Product: [O:26]=[C:18]1[C:19]2[CH:25]=[CH:24][CH:23]=[CH:22][C:20]=2[S:21][C:1]([C:3]2[N:8]=[C:7]([NH:9][CH2:10][C:11]([O:13][C:14]([CH3:17])([CH3:16])[CH3:15])=[O:12])[N:6]=[CH:5][CH:4]=2)=[N:2]1. The catalyst class is: 11. (4) Reactant: [CH3:1][O:2][C:3](=[O:37])[CH2:4][CH2:5][CH2:6][CH2:7][CH2:8][CH2:9][CH2:10][CH2:11][CH2:12][CH2:13][CH2:14][C:15]1([S:18](=[O:36])(=[O:35])[NH:19][C:20]([C@@:22]2([NH:27]C(OC(C)(C)C)=O)[CH2:24][C@H:23]2[CH:25]=[CH2:26])=[O:21])[CH2:17][CH2:16]1.Cl. Product: [CH3:1][O:2][C:3](=[O:37])[CH2:4][CH2:5][CH2:6][CH2:7][CH2:8][CH2:9][CH2:10][CH2:11][CH2:12][CH2:13][CH2:14][C:15]1([S:18](=[O:36])(=[O:35])[NH:19][C:20]([C@@:22]2([NH2:27])[CH2:24][C@H:23]2[CH:25]=[CH2:26])=[O:21])[CH2:17][CH2:16]1. The catalyst class is: 12. (5) Reactant: [N:1]1([NH:7][C:8]([C:10]2[C:14]([CH3:15])=[C:13]([C:16]3[CH:21]=[CH:20][C:19]([OH:22])=[CH:18][CH:17]=3)[N:12]([C:23]3[CH:28]=[CH:27][C:26]([Cl:29])=[CH:25][C:24]=3[Cl:30])[N:11]=2)=[O:9])[CH2:6][CH2:5][CH2:4][CH2:3][CH2:2]1.C(N(CC)CC)C.Cl[C:39]([O:41][CH2:42][CH2:43][CH3:44])=[O:40]. Product: [CH2:42]([O:41][C:39](=[O:40])[O:22][C:19]1[CH:18]=[CH:17][C:16]([C:13]2[N:12]([C:23]3[CH:28]=[CH:27][C:26]([Cl:29])=[CH:25][C:24]=3[Cl:30])[N:11]=[C:10]([C:8](=[O:9])[NH:7][N:1]3[CH2:6][CH2:5][CH2:4][CH2:3][CH2:2]3)[C:14]=2[CH3:15])=[CH:21][CH:20]=1)[CH2:43][CH3:44]. The catalyst class is: 4. (6) Product: [CH3:1][CH:2]1[CH2:6][CH2:5][CH2:4][CH:3]1[NH:7][C:8](=[O:17])[C:9]1[CH:14]=[CH:13][C:12]([O:21][CH2:18][C:19]#[CH:20])=[C:11]([F:16])[CH:10]=1. The catalyst class is: 3. Reactant: [CH3:1][CH:2]1[CH2:6][CH2:5][CH2:4][CH:3]1[NH:7][C:8](=[O:17])[C:9]1[CH:14]=[CH:13][C:12](F)=[C:11]([F:16])[CH:10]=1.[CH2:18]([OH:21])[C:19]#[CH:20].[H-].[Na+].Cl. (7) Reactant: FC(F)(F)S(O[C:7]1[C:8]([CH3:36])([CH3:35])[C@H:9]2[C@:22]([CH3:25])([CH2:23][CH:24]=1)[C@@H:21]1[C@:12]([CH3:34])([C@@:13]3([CH3:33])[C@H:18]([CH2:19][CH2:20]1)[C@H:17]1[C@H:26]([C:29]([CH3:31])=[CH2:30])[CH2:27][CH2:28][C@:16]1([NH2:32])[CH2:15][CH2:14]3)[CH2:11][CH2:10]2)(=O)=O.[F:39][CH2:40][C@@:41]1([C:56]([O:58][CH2:59][C:60]2[CH:65]=[CH:64][CH:63]=[CH:62][CH:61]=2)=[O:57])[CH2:46][CH2:45][C:44](B2OC(C)(C)C(C)(C)O2)=[CH:43][CH2:42]1.C1COCC1.[O-]P([O-])([O-])=O.[K+].[K+].[K+]. Product: [NH2:32][C@:16]12[CH2:28][CH2:27][C@@H:26]([C:29]([CH3:31])=[CH2:30])[C@@H:17]1[C@@H:18]1[C@@:13]([CH3:33])([CH2:14][CH2:15]2)[C@@:12]2([CH3:34])[C@@H:21]([C@:22]3([CH3:25])[C@@H:9]([CH2:10][CH2:11]2)[C:8]([CH3:35])([CH3:36])[C:7]([C:44]2[CH2:45][CH2:46][C@@:41]([CH2:40][F:39])([C:56]([O:58][CH2:59][C:60]4[CH:61]=[CH:62][CH:63]=[CH:64][CH:65]=4)=[O:57])[CH2:42][CH:43]=2)=[CH:24][CH2:23]3)[CH2:20][CH2:19]1. The catalyst class is: 25. (8) Reactant: [OH:1][C:2]1[C:3]2[C:4]3[C:5]([C:24](=[O:34])[N:25]([C:27]4[CH:32]=[CH:31][CH:30]=[CH:29][C:28]=4[CH3:33])[N:26]=3)=[CH:6][N:7]([CH2:12][C:13]3[CH:18]=[CH:17][C:16]([N:19]4[CH:23]=[CH:22][CH:21]=[N:20]4)=[CH:15][CH:14]=3)[C:8]=2[CH:9]=[CH:10][CH:11]=1.C(N(CC)C(C)C)(C)C.[C:44](Cl)(=[O:46])[CH3:45].C(=O)(O)[O-].[Na+]. Product: [C:44]([O:1][C:2]1[C:3]2[C:4]3[C:5]([C:24](=[O:34])[N:25]([C:27]4[CH:32]=[CH:31][CH:30]=[CH:29][C:28]=4[CH3:33])[N:26]=3)=[CH:6][N:7]([CH2:12][C:13]3[CH:18]=[CH:17][C:16]([N:19]4[CH:23]=[CH:22][CH:21]=[N:20]4)=[CH:15][CH:14]=3)[C:8]=2[CH:9]=[CH:10][CH:11]=1)(=[O:46])[CH3:45]. The catalyst class is: 154.